From a dataset of Reaction yield outcomes from USPTO patents with 853,638 reactions. Predict the reaction yield, written as a fraction of the theoretical maximum amount of product (1.0 means a 100% yield; for example, 0.34 means a 34% yield). (1) The reactants are [BH4-].[Na+].[CH3:3][C:4]1[CH:5]=[C:6]([C:13](=[O:20])[CH2:14][C:15]([O:17][CH2:18][CH3:19])=[O:16])[CH:7]=[CH:8][C:9]=1[N+:10]([O-:12])=[O:11].Cl. The catalyst is C(O)C.C(OCC)(=O)C. The product is [CH3:3][C:4]1[CH:5]=[C:6]([CH:13]([OH:20])[CH2:14][C:15]([O:17][CH2:18][CH3:19])=[O:16])[CH:7]=[CH:8][C:9]=1[N+:10]([O-:12])=[O:11]. The yield is 0.480. (2) The reactants are O=[C:2]([CH3:11])[CH2:3][C:4]([O:6][C:7]([CH3:10])([CH3:9])[CH3:8])=[O:5].Cl.[OH-].[NH4+:14]. The catalyst is CO. The product is [NH2:14]/[C:2](/[CH3:11])=[CH:3]\[C:4]([O:6][C:7]([CH3:10])([CH3:9])[CH3:8])=[O:5]. The yield is 1.00. (3) The reactants are [Cl:1][C:2]1[CH:7]=[CH:6][C:5]([N:8]2[CH2:12][CH2:11][CH:10]([C:13]([OH:15])=O)[CH2:9]2)=[CH:4][CH:3]=1.CO[N-]C. The catalyst is O1CCCC1. The product is [Cl:1][C:2]1[CH:3]=[CH:4][C:5]([N:8]2[CH2:12][CH2:11][CH:10]([C:13](=[O:15])[CH2:4][CH2:3][CH:2]=[CH2:7])[CH2:9]2)=[CH:6][CH:7]=1. The yield is 0.870. (4) The reactants are Cl.[Cl:2][C:3]1[C:12]2[C:7](=[CH:8][C:9]([F:14])=[C:10]([I:13])[CH:11]=2)[N:6]=[CH:5][N:4]=1.O1CCOCC1.Cl.[CH2:22]([O:29][C:30]1[CH:36]=[CH:35][C:33]([NH2:34])=[CH:32][CH:31]=1)[C:23]1[CH:28]=[CH:27][CH:26]=[CH:25][CH:24]=1. The catalyst is ClCCl. The product is [ClH:2].[CH2:22]([O:29][C:30]1[CH:31]=[CH:32][C:33]([NH:34][C:3]2[C:12]3[C:7](=[CH:8][C:9]([F:14])=[C:10]([I:13])[CH:11]=3)[N:6]=[CH:5][N:4]=2)=[CH:35][CH:36]=1)[C:23]1[CH:24]=[CH:25][CH:26]=[CH:27][CH:28]=1. The yield is 0.790. (5) The reactants are [C:1]([O:5][C:6](=[O:32])[NH:7][C:8]1[S:9][C:10]([CH:30]=[O:31])=[C:11]([C:13]2[C:14]([CH:27]([OH:29])[CH3:28])=[N:15][N:16]([CH2:18][C:19]3[CH:24]=[CH:23][C:22]([O:25][CH3:26])=[CH:21][CH:20]=3)[CH:17]=2)[N:12]=1)([CH3:4])([CH3:3])[CH3:2].[BH4-].[Na+].O. The catalyst is CO. The product is [C:1]([O:5][C:6](=[O:32])[NH:7][C:8]1[S:9][C:10]([CH2:30][OH:31])=[C:11]([C:13]2[C:14]([CH:27]([OH:29])[CH3:28])=[N:15][N:16]([CH2:18][C:19]3[CH:20]=[CH:21][C:22]([O:25][CH3:26])=[CH:23][CH:24]=3)[CH:17]=2)[N:12]=1)([CH3:2])([CH3:3])[CH3:4]. The yield is 1.00. (6) The reactants are [Cl:1][C:2]1[CH:7]=[CH:6][C:5]([N+:8]([O-:10])=[O:9])=[CH:4][C:3]=1[NH:11][CH2:12][C:13]1[C:14]([NH:21][CH3:22])=[N:15][C:16]([S:19][CH3:20])=[N:17][CH:18]=1.[C:23](=[O:26])([O-])[O-].[K+].[K+].C1N=CN(C(N2C=NC=C2)=O)C=1. The catalyst is C(#N)C. The product is [Cl:1][C:2]1[CH:7]=[CH:6][C:5]([N+:8]([O-:10])=[O:9])=[CH:4][C:3]=1[N:11]1[CH2:12][C:13]2[C:14](=[N:15][C:16]([S:19][CH3:20])=[N:17][CH:18]=2)[N:21]([CH3:22])[C:23]1=[O:26]. The yield is 0.960. (7) The reactants are [NH2:1][C:2]1[CH:7]=[C:6]([O:8][C:9]2[CH:14]=[CH:13][C:12]([NH:15][C:16]([C:18]3[C:19](=[O:31])[N:20]([C:25]4[CH:30]=[CH:29][CH:28]=[CH:27][CH:26]=4)[N:21]([CH3:24])[C:22]=3[CH3:23])=[O:17])=[CH:11][CH:10]=2)[CH:5]=[CH:4][N:3]=1.CCN(CC)CC.[CH:39]1([C:43](Cl)=[O:44])[CH2:42][CH2:41][CH2:40]1. The catalyst is C1COCC1.CN(C=O)C.C1COCC1.CCOC(C)=O. The product is [CH:39]1([C:43]([NH:1][C:2]2[CH:7]=[C:6]([O:8][C:9]3[CH:10]=[CH:11][C:12]([NH:15][C:16]([C:18]4[C:19](=[O:31])[N:20]([C:25]5[CH:26]=[CH:27][CH:28]=[CH:29][CH:30]=5)[N:21]([CH3:24])[C:22]=4[CH3:23])=[O:17])=[CH:13][CH:14]=3)[CH:5]=[CH:4][N:3]=2)=[O:44])[CH2:42][CH2:41][CH2:40]1. The yield is 0.250.